Dataset: Catalyst prediction with 721,799 reactions and 888 catalyst types from USPTO. Task: Predict which catalyst facilitates the given reaction. (1) Reactant: [O:1]1[CH:5]=[CH:4][N:3]=[CH:2]1.CCCCCC.C([Li])CCC.[Cl:17][C:18]1[CH:23]=[C:22]([Cl:24])[CH:21]=[CH:20][C:19]=1[C:25]1([O:50][Si:51]([CH2:56][CH3:57])([CH2:54][CH3:55])[CH2:52][CH3:53])[C:33]2[C:28](=[CH:29][C:30](I)=[CH:31][C:32]=2[C:34]([F:37])([F:36])[F:35])[N:27]([CH2:39][C@H:40]2[CH2:43][C@H:42]([N:44]([CH2:47][CH3:48])[CH2:45][CH3:46])[CH2:41]2)[C:26]1=[O:49].O. Product: [Cl:17][C:18]1[CH:23]=[C:22]([Cl:24])[CH:21]=[CH:20][C:19]=1[C:25]1([O:50][Si:51]([CH2:56][CH3:57])([CH2:52][CH3:53])[CH2:54][CH3:55])[C:33]2[C:28](=[CH:29][C:30]([C:2]3[O:1][CH:5]=[CH:4][N:3]=3)=[CH:31][C:32]=2[C:34]([F:36])([F:35])[F:37])[N:27]([CH2:39][C@H:40]2[CH2:41][C@H:42]([N:44]([CH2:45][CH3:46])[CH2:47][CH3:48])[CH2:43]2)[C:26]1=[O:49]. The catalyst class is: 7. (2) Product: [C:1]([C:5]1[CH:6]=[C:7]2[C:8](=[CH:9][CH:10]=1)[O:11][C:12](=[O:17])[CH2:13][C:14]2([CH3:16])[CH3:15])([CH3:4])([CH3:3])[CH3:2]. The catalyst class is: 534. Reactant: [C:1]([C:5]1[CH:10]=[CH:9][C:8]([O:11][C:12](=[O:17])[CH:13]=[C:14]([CH3:16])[CH3:15])=[CH:7][CH:6]=1)([CH3:4])([CH3:3])[CH3:2].[Cl-].[Al+3].[Cl-].[Cl-]. (3) Reactant: [Br:1][C:2]1[CH:3]=[CH:4][C:5]([NH:8][C:9]([NH2:11])=[S:10])=[N:6][CH:7]=1.Cl[CH2:13][C:14](=O)[CH2:15][O:16][C:17](=[O:19])[CH3:18].O. Product: [Br:1][C:2]1[CH:3]=[CH:4][C:5]([NH:8][C:9]2[S:10][CH:13]=[C:14]([CH2:15][O:16][C:17](=[O:19])[CH3:18])[N:11]=2)=[N:6][CH:7]=1. The catalyst class is: 3. (4) Reactant: Cl.[NH2:2][C@H:3]1[CH2:7][CH2:6][N:5]([C:8]2[CH:9]=[C:10]3[C:14](=[CH:15][CH:16]=2)[CH:13]([NH:17][C:18](=[O:23])[C:19]([F:22])([F:21])[F:20])[CH2:12][CH2:11]3)[C:4]1=[O:24].C(N(CC)C(C)C)(C)C.N1C=CC=CC=1.[Cl:40][C:41]1[CH:42]=[C:43]2[C:48](=[CH:49][CH:50]=1)[CH:47]=[C:46]([S:51](Cl)(=[O:53])=[O:52])[CH:45]=[CH:44]2. Product: [Cl:40][C:41]1[CH:42]=[C:43]2[C:48](=[CH:49][CH:50]=1)[CH:47]=[C:46]([S:51]([NH:2][C@H:3]1[CH2:7][CH2:6][N:5]([C:8]3[CH:9]=[C:10]4[C:14](=[CH:15][CH:16]=3)[CH:13]([NH:17][C:18](=[O:23])[C:19]([F:21])([F:22])[F:20])[CH2:12][CH2:11]4)[C:4]1=[O:24])(=[O:53])=[O:52])[CH:45]=[CH:44]2. The catalyst class is: 23. (5) Reactant: [N+:1]([C:4]1[CH:13]=[CH:12][CH:11]=[C:10]2[C:5]=1[CH:6]=[CH:7][N:8]([C@H:15]([C:19]1[CH:24]=[CH:23][CH:22]=[CH:21][CH:20]=1)[C:16]([NH2:18])=[O:17])[C:9]2=[O:14])([O-])=O.CO. Product: [NH2:1][C:4]1[CH:13]=[CH:12][CH:11]=[C:10]2[C:5]=1[CH:6]=[CH:7][N:8]([C@H:15]([C:19]1[CH:20]=[CH:21][CH:22]=[CH:23][CH:24]=1)[C:16]([NH2:18])=[O:17])[C:9]2=[O:14]. The catalyst class is: 45.